From a dataset of B-cell epitopes from IEDB database with 3,159 antigens for binding position prediction. Token-level Classification. Given an antigen amino acid sequence, predict which amino acid positions are active epitope sites capable of antibody binding. Output is a list of indices for active positions. (1) Given the antigen sequence: MSTNPKPQRKTKRNTNRRPQDVKFPGGGQIVGGVYLLPRRGPRLGVRATRKTSERSQPRGRRQPIPKARQPEGRAWAQPGYPWPLYGNEGMGWAGWLLSPRGSRPSWGPTDPRRRSRNLGKVIDTLTCGFADLMGYIPLVGAPLGGAARALAHGVRVLEDGVNYATGNLPGCSFSVFFLALLSCLTIPASAYEVRNVSGVYHVTNDCGNTSIVYEAADMILHTPGCVPCVRENNSSRCWVALTPTLAARNATVPTTTIRRHVDLLVGAAAFCSAMYVGDLCGSVFLVSQLFVFSPRRHETVQDCNCSIYPGHLTGHRMAWDMMMNWSPTAALVVSQLLRIPQAVVDMVAGAHWGILAGLAYYSMVGNWAKVLIVMLLFAGVDGTTHTTGGAIGRKTQGLTSLFVSGPSQKIQLVNTNGSWHINRTALNCNDSLNTGFIAALFYAHRFNSSGCSERMAHCRPIDEFAQGWGPITYAGPRDSDQRPYCWHYAPRPCGVVPAS..., which amino acid positions are active epitope sites? The epitope positions are: [527, 528, 529, 530, 531, 532, 533, 534, 535, 536, 537, 538, 539, 540, 541, 542, 543, 544, 545]. The amino acids at these positions are: TWGENETDVLLLNNTRPPQ. (2) The epitope positions are: [105, 106, 107, 108, 109, 110, 111]. The amino acids at these positions are: EPAGSNR. Given the antigen sequence: MESETEPEPVTLLVKSPNQRHRDLELSGDRGWSVGHLKAHLSRVYPERPRPEDQRLIYSGKLLLDHQCLRDLLPKEKRHVLHLVCNVKSPSKMPEINAKVAESTEEPAGSNRGQYPEDSSSDGLRQREVLRNLSSPGWENISRPEAAQQAFQGLGPGFSGYTPYGWLQLSWFQQIYARQYYMQYLAATAASGAFVPPPSAQEIPVVSAPAPAPIHNQFPAENQPANQNAAPQVVVNPGANQNLRMNAQGGPIVEEDDEINRDWLDWTYSAATFSVFLSILYFYSSLSRFLMVMGATVVMYLHHVGWFPFRPRPVQNFPNDGPPPDVVNQDPNNNLQEGTDPETEDPNHLPPDRDVLDGEQTSPSFMSTAWLVFKTFFASLLPEGPPAIAN, which amino acid positions are active epitope sites? (3) Given the antigen sequence: MACKHGYPDVCPICTAVDATPGFEYLLMADGEWYPTDLLCVDLDDDVFWPSDTSNQSQTMDWTDVPLIRDIVMEPQGNSSSSDKSNSQSSGNEGVIINNFYSNQYQNSIDLSASGGNAGDAPQTNGQLSNILGGAANAFATMAPLLLDQNTEEMENLSDRVASDKAGNSATNTQSTVGRLCGYGKSHHGEHPASCADTATDKVLAAERYYTIDLASWTTSQEAFSHIRIPLPHVLAGEDGGVFGATLRRHYLCKTGWRVQVQCNASQFHAGSLLVFMAPEFYTGKGTKTGTMEPSDPFTMDTEWRSPQGAPTGYRYDSRTGFFATNHQNQWQWTVYPHQILNLRTNTTVDLEVPYVNVAPSSSWTQHANWTLVVAVLSPLQYATGSSPDVQITASLQPVNPVFNGLRHETVIAQSPIPVTVREHKGCFYSTNPDTTVPIYGKTISTPSDYMCGEFSDLLELCKLPTFLGNPNTNNKRYPYFSATNSVPATSMVDYQVALS..., which amino acid positions are active epitope sites? The epitope positions are: [896, 897, 898, 899, 900, 901, 902, 903, 904, 905, 906, 907, 908, 909, 910]. The amino acids at these positions are: TLFFPWPTPTTTKIN. (4) Given the antigen sequence: MAVQKYTVALFLVALVVGPAASYAADLSYGAPATPAAPAAGYTPAAPAGAAPKATTDEQKMIEKINVGFKAAVAAAGGVPAANKYKTFVATFGAASNKAFAEALSTEPKGAAVDSSKAALTSKLDAAYKLAYKSAEGATPEAKYDDYVATLSEALRIIAGTLEVHGVKPAAEEVKATPAGELQVIDKVDAAFKVAATAANAAPANDKFTVFEAAFNDAIKASTGGAYQSYKFIPALEAAVKQSYAATVATAPAVKYTVFETALKKAITAMSQAQKAAKPAAAATGTATAAVGAATGAATAAAGGYKV, which amino acid positions are active epitope sites? The epitope positions are: [52, 53, 54, 55, 56, 57, 58, 59, 60, 61]. The amino acids at these positions are: KATTDEQKMI. (5) Given the antigen sequence: MRALAVLSVTLVMACTEAFFPFISRGKELLWGKPEESRVSSVLEESKRLVDTAMYATMQRNLKKRGILSPAQLLSFSKLPEPTSGVIARAAEIMETSIQAMKRKVNLKTQQSQHPTDALSEDLLSIIANMSGCLPYMLPPKCPNTCLANKYRPITGACNNRDHPRWGASNTALARWLPPVYEDGFSQPRGWNPGFLYNGFPLPPVREVTRHVIQVSNEVVTDDDRYSDLLMAWGQYIDHDIAFTPQSTSKAAFGGGADCQMTCENQNPCFPIQLPEEARPAAGTACLPFYRSSAACGTGDQGALFGNLSTANPRQQMNGLTSFLDASTVYGSSPALERQLRNWTSAEGLLRVHARLRDSGRAYLPFVPPRRPAACAPEPGIPGETRGPCFLAGDGRASEVPSLTALHTLWLREHNRLAAALKALNAHWSADAVYQEARKVVGALHQIITLRDYIPRILGPEAFQQYVGPYEGYDSTANPTVSNVFSTAAFRFGHATIHPL..., which amino acid positions are active epitope sites? The epitope positions are: [24, 25, 26, 27, 28, 29, 30, 31, 32, 33, 34, 35, 36, 37, 38]. The amino acids at these positions are: RGKELLWGKPEESRV. (6) The epitope positions are: [55, 56, 57, 58, 59, 60, 61, 62, 63]. The amino acids at these positions are: DARAYDTEV. Given the antigen sequence: MRVKEMRKHCQHSWTGGILLLGMLMICSAATELWVTVYYGVPVWKDANTTLFCASDARAYDTEVHNVWATHACVPTDPNPQEVVLANVTENFNMWKNNMVEQMHEDIINLWDQSLKPCVKLTPLCVTLNCTDANTTSNATNNSSETKMRAGEIKNCSFNITTSIRDKVQKEYALFYKLDVVPITDENNNATNTSYRLINCNTSAITQACPKISFEPIPIHYCAPAGFAILKCNNKTFNGSGPCTNVSTVQCTHGIRPVVSTQLLLNGSLAEDEIVIRSENFTDNAKTIIVQLNETVEINCTRPNNNTMKSIHMGPGRAFYATGDIIGDIRQAHCNISGKAWNKTLRKVAEKLRGQFNKTIAFNRSSGGDPEIVMHSFNCGGEFFYCNTTQLFNSTWNGTDSSLGNSTDHNITLPCRIKQIVNMWQEVGKAMYAPPISGKIVCRSNITGLLLTRDGGNGTGTEKETFRPGGGNMRDNWRSELYKYKVVRVEPLGVAPTEAR..., which amino acid positions are active epitope sites?